This data is from Full USPTO retrosynthesis dataset with 1.9M reactions from patents (1976-2016). The task is: Predict the reactants needed to synthesize the given product. (1) Given the product [Br:1][C:2]1[C:3](=[O:9])[N:4]([CH3:15])[C:5]([CH3:8])=[CH:6][CH:7]=1, predict the reactants needed to synthesize it. The reactants are: [Br:1][C:2]1[C:3]([OH:9])=[N:4][C:5]([CH3:8])=[CH:6][CH:7]=1.[H-].[Na+].[Br-].[Li+].I[CH3:15]. (2) Given the product [Cl:1][C:2]1[C:3]2[C:4]([OH:5])=[N:6][C:7]([C:9]3[CH:14]=[CH:13][N:12]=[C:11]([Cl:15])[CH:10]=3)=[N:8][C:16]=2[CH:17]=[N:18][CH:19]=1, predict the reactants needed to synthesize it. The reactants are: [Cl:1][C:2]1[CH:19]=[N:18][CH:17]=[C:16](Cl)[C:3]=1[C:4]([NH:6][C:7]([C:9]1[CH:14]=[CH:13][N:12]=[C:11]([Cl:15])[CH:10]=1)=[NH:8])=[O:5].CC(N(C)C)=O. (3) Given the product [CH2:1]([CH:4]1[CH2:27][CH:8]([C:9]([O:10][CH2:28][CH3:29])=[O:26])[CH:7]([C:16]2[CH:15]=[CH:14][C:13]([C:17]3[CH:22]=[C:21]([F:23])[C:20]([F:24])=[C:19]([F:25])[CH:18]=3)=[CH:12][C:11]=2[OH:31])[CH2:6][CH2:5]1)[CH2:2][CH3:3], predict the reactants needed to synthesize it. The reactants are: [CH2:1]([CH:4]1[CH2:27][C:8]2[C:9](=[O:26])[O:10][C:11]3[C:16]([C:7]=2[CH2:6][CH2:5]1)=[CH:15][CH:14]=[C:13]([C:17]1[CH:22]=[C:21]([F:23])[C:20]([F:24])=[C:19]([F:25])[CH:18]=1)[CH:12]=3)[CH2:2][CH3:3].[CH2:28](O)[CH3:29].[O-:31]CC.[Na+].O. (4) Given the product [CH3:1][C:2]1[CH:7]=[CH:6][C:5]([C:8]([C:19]2[CH:20]=[CH:21][CH:22]=[CH:23][CH:24]=2)=[C:9]2[CH2:14][C:13]([CH3:15])([CH3:16])[CH2:12][C:11]([CH3:18])([CH3:17])[CH2:10]2)=[CH:4][C:3]=1[O:25][CH2:26][C:27]([OH:29])=[O:28], predict the reactants needed to synthesize it. The reactants are: [CH3:1][C:2]1[CH:7]=[CH:6][C:5]([C:8]([C:19]2[CH:24]=[CH:23][CH:22]=[CH:21][CH:20]=2)=[C:9]2[CH2:14][C:13]([CH3:16])([CH3:15])[CH2:12][C:11]([CH3:18])([CH3:17])[CH2:10]2)=[CH:4][C:3]=1[O:25][CH2:26][C:27]([O:29]CC)=[O:28].[OH-].[Na+].C(O)C.Cl. (5) Given the product [C:1]([OH:11])(=[O:10])[CH2:2]/[CH:3]=[CH:4]/[CH2:5][CH2:6][CH2:7][CH2:8][CH3:9], predict the reactants needed to synthesize it. The reactants are: [C:1]([O:11]C)(=[O:10])[CH2:2]/[CH:3]=[CH:4]/[CH2:5][CH2:6][CH2:7][CH2:8][CH3:9].[Li+].[OH-]. (6) Given the product [BrH:18].[OH:2][C:3]1[CH:17]=[CH:16][C:6]2[C:7]([N:10]3[CH2:15][CH2:14][NH:13][CH2:12][CH2:11]3)=[N:8][O:9][C:5]=2[CH:4]=1, predict the reactants needed to synthesize it. The reactants are: C[O:2][C:3]1[CH:17]=[CH:16][C:6]2[C:7]([N:10]3[CH2:15][CH2:14][NH:13][CH2:12][CH2:11]3)=[N:8][O:9][C:5]=2[CH:4]=1.[BrH:18].